From a dataset of Reaction yield outcomes from USPTO patents with 853,638 reactions. Predict the reaction yield, written as a fraction of the theoretical maximum amount of product (1.0 means a 100% yield; for example, 0.34 means a 34% yield). (1) The reactants are [Cl:1][C:2]1[N:10]=[C:9](Cl)[C:8]([F:12])=[CH:7][C:3]=1[C:4]([OH:6])=[O:5].[F:13][C:14]([F:18])([F:17])[CH2:15][OH:16].[OH-].[Na+].Cl. The catalyst is O. The product is [Cl:1][C:2]1[N:10]=[C:9]([O:16][CH2:15][C:14]([F:18])([F:17])[F:13])[C:8]([F:12])=[CH:7][C:3]=1[C:4]([OH:6])=[O:5]. The yield is 0.800. (2) The reactants are [CH3:1][C:2]1[CH:7]=[C:6]([CH3:8])[NH:5][C:4](=[O:9])[C:3]=1[CH2:10][NH:11][C:12]([C:14]1[C:15]2[CH:30]=[N:29][N:28]([CH:31]([CH3:33])[CH3:32])[C:16]=2[N:17]=[C:18]([C:20]2[CH:25]=[CH:24][C:23]([CH2:26]O)=[CH:22][CH:21]=2)[CH:19]=1)=[O:13].C1(P(C2C=CC=CC=2)C2C=CC=CC=2)C=CC=CC=1.C(Br)(Br)(Br)[Br:54]. The catalyst is C(Cl)Cl. The product is [Br:54][CH2:26][C:23]1[CH:22]=[CH:21][C:20]([C:18]2[CH:19]=[C:14]([C:12]([NH:11][CH2:10][C:3]3[C:4](=[O:9])[NH:5][C:6]([CH3:8])=[CH:7][C:2]=3[CH3:1])=[O:13])[C:15]3[CH:30]=[N:29][N:28]([CH:31]([CH3:33])[CH3:32])[C:16]=3[N:17]=2)=[CH:25][CH:24]=1. The yield is 0.345. (3) The reactants are [CH3:1][O:2][C:3]1[CH:4]=[C:5]2[C:10](=[CH:11][CH:12]=1)[C:9]([O:13][C:14]1[CH:19]=[CH:18][C:17]([O:20][CH2:21][CH2:22][N:23]3[CH2:28][CH2:27][CH2:26][CH2:25][CH2:24]3)=[CH:16][CH:15]=1)=[C:8](OS(C(F)(F)F)(=O)=O)[CH:7]=[CH:6]2.[F:37][C:38]1[CH:39]=[C:40](B(O)O)[CH:41]=[C:42]([F:44])[CH:43]=1.[F-].[Cs+].C1(P(C2CCCCC2)C2CCCCC2)CCCCC1. The catalyst is C([O-])(=O)C.[Pd+2].C([O-])(=O)C. The product is [F:37][C:38]1[CH:39]=[C:40]([C:8]2[CH:7]=[CH:6][C:5]3[C:10](=[CH:11][CH:12]=[C:3]([O:2][CH3:1])[CH:4]=3)[C:9]=2[O:13][C:14]2[CH:19]=[CH:18][C:17]([O:20][CH2:21][CH2:22][N:23]3[CH2:24][CH2:25][CH2:26][CH2:27][CH2:28]3)=[CH:16][CH:15]=2)[CH:41]=[C:42]([F:44])[CH:43]=1. The yield is 1.00. (4) The reactants are [C:1]([N:5]1[C:10](=[O:11])[C:9]([Cl:12])=[C:8]([O:13][CH2:14][C:15]2[CH:20]=[CH:19][C:18]([CH2:21][CH2:22][CH2:23][CH2:24][O:25][Si](C(C)(C)C)(C)C)=[CH:17][CH:16]=2)[CH:7]=[N:6]1)([CH3:4])([CH3:3])[CH3:2].[F-].C([NH3+])(C)(C)C. The catalyst is O1CCCC1. The product is [C:1]([N:5]1[C:10](=[O:11])[C:9]([Cl:12])=[C:8]([O:13][CH2:14][C:15]2[CH:16]=[CH:17][C:18]([CH2:21][CH2:22][CH2:23][CH2:24][OH:25])=[CH:19][CH:20]=2)[CH:7]=[N:6]1)([CH3:4])([CH3:3])[CH3:2]. The yield is 0.770. (5) The reactants are [CH2:1]([N:3]([CH2:50][CH3:51])[C:4]([C:6]1[CH:11]=[C:10]([C:12]2[CH:13]=[N:14][N:15]([CH2:17][CH2:18][CH2:19][OH:20])[CH:16]=2)[CH:9]=[CH:8][C:7]=1[NH:21][C:22]1[C:27]([C:28]([F:31])([F:30])[F:29])=[CH:26][N:25]=[C:24]([NH:32][C:33]2[CH:47]=[CH:46][C:36]([CH2:37][P:38](=[O:45])([O:42]CC)[O:39][CH2:40][CH3:41])=[CH:35][C:34]=2[O:48][CH3:49])[N:23]=1)=[O:5])[CH3:2].[I-].[Na+]. The catalyst is N1C=CC=CC=1. The product is [CH2:50]([N:3]([CH2:1][CH3:2])[C:4]([C:6]1[CH:11]=[C:10]([C:12]2[CH:13]=[N:14][N:15]([CH2:17][CH2:18][CH2:19][OH:20])[CH:16]=2)[CH:9]=[CH:8][C:7]=1[NH:21][C:22]1[C:27]([C:28]([F:29])([F:30])[F:31])=[CH:26][N:25]=[C:24]([NH:32][C:33]2[CH:47]=[CH:46][C:36]([CH2:37][P:38](=[O:42])([OH:45])[O:39][CH2:40][CH3:41])=[CH:35][C:34]=2[O:48][CH3:49])[N:23]=1)=[O:5])[CH3:51]. The yield is 0.760. (6) The reactants are [NH:1]1[CH2:6][CH2:5][O:4][CH2:3][C@H:2]1[CH2:7][OH:8].[Cl:9][CH2:10][CH:11]1[CH2:13]O1. No catalyst specified. The product is [Cl:9][CH2:10][CH:11]1[O:8][CH2:7][CH:2]2[CH2:3][O:4][CH2:5][CH2:6][N:1]2[CH2:13]1. The yield is 0.350. (7) The reactants are [CH3:1][N:2]1[CH:10]=[C:9]2[C:4]([CH:5]=[C:6]([NH:11][C:12]([C:14]3[CH:19]=[CH:18][CH:17]=[CH:16][C:15]=3[NH:20][CH2:21][C:22]3[CH:27]=[CH:26][N:25]=[C:24]([NH:28][C:29]([N:31]4[CH2:36][CH2:35][C:34](=[O:37])[CH2:33][CH2:32]4)=[O:30])[CH:23]=3)=[O:13])[CH:7]=[CH:8]2)=[N:3]1.[BH4-].[Na+]. The catalyst is CCO. The product is [CH3:1][N:2]1[CH:10]=[C:9]2[C:4]([CH:5]=[C:6]([NH:11][C:12]([C:14]3[CH:19]=[CH:18][CH:17]=[CH:16][C:15]=3[NH:20][CH2:21][C:22]3[CH:27]=[CH:26][N:25]=[C:24]([NH:28][C:29]([N:31]4[CH2:36][CH2:35][CH:34]([OH:37])[CH2:33][CH2:32]4)=[O:30])[CH:23]=3)=[O:13])[CH:7]=[CH:8]2)=[N:3]1. The yield is 0.780.